This data is from Reaction yield outcomes from USPTO patents with 853,638 reactions. The task is: Predict the reaction yield, written as a fraction of the theoretical maximum amount of product (1.0 means a 100% yield; for example, 0.34 means a 34% yield). (1) The reactants are [C:1]([C:4]1[C:22](=[O:23])[C@@:8]2([CH3:24])[C:9]3[C:15]([OH:16])=[CH:14][C:13]([O:17][CH3:18])=[C:12]([C:19]([NH2:21])=[O:20])[C:10]=3[O:11][C:7]2=[CH:6][C:5]=1[OH:25])(=[O:3])[CH3:2].[CH3:26][C:27]1[CH:28]=[C:29]([CH:32]=[CH:33][C:34]=1[CH3:35])[CH:30]=O.C([SiH](CC)CC)C.FC(F)(F)C(O)=O. The catalyst is C(#N)C. The product is [C:1]([C:4]1[C:22](=[O:23])[C@@:8]2([CH3:24])[C:9]3[C:15]([OH:16])=[CH:14][C:13]([O:17][CH3:18])=[C:12]([C:19]([NH:21][CH2:30][C:29]4[CH:32]=[CH:33][C:34]([CH3:35])=[C:27]([CH3:26])[CH:28]=4)=[O:20])[C:10]=3[O:11][C:7]2=[CH:6][C:5]=1[OH:25])(=[O:3])[CH3:2]. The yield is 0.910. (2) The reactants are [CH:1]1([CH2:4][N:5]2[C:14]3[CH:15]=[C:16]([O:19][CH2:20][C@@H:21]([NH:26]C(=O)OC(C)(C)C)[CH2:22][CH:23]([CH3:25])[CH3:24])[CH:17]=[CH:18][C:13]=3[C:12]3[C:7](=[CH:8][N:9]=[CH:10][CH:11]=3)[C:6]2=[O:34])[CH2:3][CH2:2]1.Cl.O1CCOCC1. The catalyst is CO. The product is [NH2:26][C@@H:21]([CH2:22][CH:23]([CH3:25])[CH3:24])[CH2:20][O:19][C:16]1[CH:17]=[CH:18][C:13]2[C:12]3[C:7](=[CH:8][N:9]=[CH:10][CH:11]=3)[C:6](=[O:34])[N:5]([CH2:4][CH:1]3[CH2:3][CH2:2]3)[C:14]=2[CH:15]=1. The yield is 0.350. (3) The catalyst is Cl. The product is [Br:1][C:2]1[C:3]([CH3:14])=[C:4]2[CH:11]=[CH:10][NH:9][C:5]2=[N:6][C:7]=1[CH3:8]. The yield is 0.920. The reactants are [Br:1][C:2]1[C:3]([CH3:14])=[C:4]2[C:11](C#N)=[CH:10][NH:9][C:5]2=[N:6][C:7]=1[CH3:8].[OH-].[Na+].